From a dataset of Full USPTO retrosynthesis dataset with 1.9M reactions from patents (1976-2016). Predict the reactants needed to synthesize the given product. Given the product [CH3:33][O:34][C:35]1[CH:42]=[CH:41][C:38]([CH:39]=[CH:13][C:11]2[O:12][C:8]([C:6]([O:5][CH3:4])=[O:7])=[CH:9][CH:10]=2)=[CH:37][CH:36]=1, predict the reactants needed to synthesize it. The reactants are: [H-].[Na+].[Cl-].[CH3:4][O:5][C:6]([C:8]1[O:12][C:11]([CH2:13][P+](C2C=CC=CC=2)(C2C=CC=CC=2)C2C=CC=CC=2)=[CH:10][CH:9]=1)=[O:7].[CH3:33][O:34][C:35]1[CH:42]=[CH:41][C:38]([CH:39]=O)=[CH:37][CH:36]=1.CN(C)C=O.